Dataset: Full USPTO retrosynthesis dataset with 1.9M reactions from patents (1976-2016). Task: Predict the reactants needed to synthesize the given product. (1) The reactants are: [CH2:1]1[CH2:6][C@H:5]([C:7]([OH:9])=[O:8])[CH2:4][CH2:3][C@H:2]1[CH2:10][NH2:11].Cl[Si](C)(C)C.CN1CCOCC1.Cl[CH:25]([O:27][C:28](Cl)=[O:29])[CH3:26].[C:31]([OH:34])(=[O:33])[CH3:32]. Given the product [C:31]([O:34][CH:25]([O:27][C:28]([NH:11][CH2:10][C@H:2]1[CH2:3][CH2:4][C@H:5]([C:7]([OH:9])=[O:8])[CH2:6][CH2:1]1)=[O:29])[CH3:26])(=[O:33])[CH3:32], predict the reactants needed to synthesize it. (2) Given the product [CH2:1]([N:5]1[C:9]([CH:10]2[CH2:15][CH2:14][O:23][CH2:12][CH2:11]2)=[C:8]([C:16]([O:18][CH2:19][CH3:20])=[O:17])[CH:7]=[N:6]1)[CH:2]([CH3:4])[CH3:3], predict the reactants needed to synthesize it. The reactants are: [CH2:1]([N:5]1[C:9]([C:10]2[CH:15]=[CH:14]N=[CH:12][CH:11]=2)=[C:8]([C:16]([O:18][CH2:19][CH3:20])=[O:17])[CH:7]=[N:6]1)[CH:2]([CH3:4])[CH3:3].C([O:23]C(=O)CC(=O)C1CCOCC1)C.Cl.CC(C)CNN. (3) Given the product [CH3:1][O:2][C:3](=[O:27])[C@H:4]([NH:17][C:18]1[CH:23]=[C:22]([CH3:24])[C:21]([F:25])=[C:20]([CH3:26])[CH:19]=1)[CH2:5][CH2:6][CH2:7][CH2:8][NH2:9], predict the reactants needed to synthesize it. The reactants are: [CH3:1][O:2][C:3](=[O:27])[C@H:4]([NH:17][C:18]1[CH:23]=[C:22]([CH3:24])[C:21]([F:25])=[C:20]([CH3:26])[CH:19]=1)[CH2:5][CH2:6][CH2:7][CH2:8][NH:9]C(OC(C)(C)C)=O.FC(F)(F)C(O)=O. (4) The reactants are: [CH3:1][O:2][C:3]1[CH:4]=[C:5]([CH:23]=[CH:24][C:25]=1[O:26][CH3:27])[CH2:6][CH:7]1[C:16]2[C:11](=[CH:12][C:13]([O:21][CH3:22])=[C:14]([O:19][CH3:20])[C:15]=2[O:17][CH3:18])[CH2:10][CH2:9][NH:8]1.Br[CH2:29][C:30](Br)=[O:31].[NH2:33][C@@H:34]1[C:42]2[C:37](=[CH:38][CH:39]=[CH:40][CH:41]=2)[CH2:36][C@@H:35]1[OH:43]. Given the product [CH3:1][O:2][C:3]1[CH:4]=[C:5]([CH:23]=[CH:24][C:25]=1[O:26][CH3:27])[CH2:6][CH:7]1[C:16]2[C:11](=[CH:12][C:13]([O:21][CH3:22])=[C:14]([O:19][CH3:20])[C:15]=2[O:17][CH3:18])[CH2:10][CH2:9][N:8]1[CH2:29][C:30]([NH:33][C@@H:34]1[C:42]2[C:37](=[CH:38][CH:39]=[CH:40][CH:41]=2)[CH2:36][C@@H:35]1[OH:43])=[O:31], predict the reactants needed to synthesize it. (5) Given the product [Br:1][C:2]1[CH:10]=[CH:9][CH:8]=[C:7]2[C:3]=1[CH2:4][CH2:5][CH:6]2[NH:14][CH3:13], predict the reactants needed to synthesize it. The reactants are: [Br:1][C:2]1[CH:10]=[CH:9][CH:8]=[C:7]2[C:3]=1[CH2:4][CH2:5][C:6]2=O.Cl.[CH3:13][NH2:14].